From a dataset of Forward reaction prediction with 1.9M reactions from USPTO patents (1976-2016). Predict the product of the given reaction. (1) Given the reactants [CH:1]1([O:6][C:7]2[C:8]([O:18][CH3:19])=[CH:9][CH:10]=[C:11]3[C:16]=2[O:15][CH:14]=[CH:13][C:12]3=[O:17])[CH2:5][CH2:4][CH2:3][CH2:2]1, predict the reaction product. The product is: [CH:1]1([O:6][C:7]2[C:8]([O:18][CH3:19])=[CH:9][CH:10]=[C:11]3[C:16]=2[O:15][CH2:14][CH2:13][C:12]3=[O:17])[CH2:2][CH2:3][CH2:4][CH2:5]1. (2) Given the reactants [NH3:1].[NH:2]1[CH:6]=[N:5][C:4]([S:7](Cl)(=[O:9])=[O:8])=[N:3]1, predict the reaction product. The product is: [NH:2]1[CH:6]=[N:5][C:4]([S:7]([NH2:1])(=[O:9])=[O:8])=[N:3]1. (3) The product is: [C:13]([O:17][C:18](=[O:21])[C:19](=[CH2:20])[CH:9]([OH:10])[C:8]1[CH:11]=[CH:12][C:5]([C:3]([O:2][CH3:1])=[O:4])=[CH:6][CH:7]=1)([CH3:16])([CH3:15])[CH3:14]. Given the reactants [CH3:1][O:2][C:3]([C:5]1[CH:12]=[CH:11][C:8]([CH:9]=[O:10])=[CH:7][CH:6]=1)=[O:4].[C:13]([O:17][C:18](=[O:21])[CH:19]=[CH2:20])([CH3:16])([CH3:15])[CH3:14].N12CCN(CC1)CC2, predict the reaction product. (4) Given the reactants [C:1]([O:5][C:6]([N:8]1[CH2:12][CH2:11][CH:10](OS(C)(=O)=O)[CH:9]1[CH2:18][CH2:19][NH:20][C:21]([O:23][CH2:24][C:25]1[CH:30]=[CH:29][CH:28]=[CH:27][CH:26]=1)=[O:22])=[O:7])([CH3:4])([CH3:3])[CH3:2].[H-].[Na+], predict the reaction product. The product is: [C:1]([O:5][C:6]([N:8]1[CH:9]2[CH:10]([N:20]([C:21]([O:23][CH2:24][C:25]3[CH:30]=[CH:29][CH:28]=[CH:27][CH:26]=3)=[O:22])[CH2:19][CH2:18]2)[CH2:11][CH2:12]1)=[O:7])([CH3:4])([CH3:3])[CH3:2]. (5) The product is: [Cl:1][C:2]1[N:11]=[CH:10][C:9]2[N:8]([CH2:12][C:13]([CH3:14])([O:15][CH:16]3[CH2:21][CH2:20][CH2:19][CH2:18][O:17]3)[CH3:22])[C:7](=[O:23])[C:6]3([CH3:30])[CH2:24][O:25][CH2:26][CH2:27][N:5]3[C:4]=2[N:3]=1. Given the reactants [Cl:1][C:2]1[N:11]=[CH:10][C:9]2[N:8]([CH2:12][C:13]([CH3:22])([O:15][CH:16]3[CH2:21][CH2:20][CH2:19][CH2:18][O:17]3)[CH3:14])[C:7](=[O:23])[CH:6]3[CH2:24][O:25][CH2:26][CH2:27][N:5]3[C:4]=2[N:3]=1.IC.[CH3:30]C([O-])(C)C.[Na+], predict the reaction product. (6) Given the reactants [F:1][C:2]1([F:28])[C:11]2([F:12])[C:6]([F:21])([C:7]([F:20])([F:19])[C:8]([F:18])([F:17])[C:9]([F:16])([F:15])[C:10]2([F:14])[F:13])[C:5]([F:23])([F:22])[C:4]([F:25])([F:24])[C:3]1([F:27])[F:26].O.C(=O)CCCC=O, predict the reaction product. The product is: [F:1][C:2]1([F:28])[C:11]2([F:12])[C:6]([F:21])([C:7]([F:19])([F:20])[C:8]([F:18])([F:17])[C:9]([F:16])([F:15])[C:10]2([F:14])[F:13])[C:5]([F:22])([F:23])[C:4]([F:24])([F:25])[C:3]1([F:26])[F:27]. (7) Given the reactants Cl[C:2]1[CH:34]=[CH:33][C:5]([CH2:6][O:7][C:8]2[CH:9]=[CH:10][C:11]([C:14]([F:32])([F:31])[C:15]([C:23]3[CH:28]=[CH:27][C:26]([F:29])=[CH:25][C:24]=3[F:30])([OH:22])[CH2:16][N:17]3[CH:21]=[N:20][N:19]=[N:18]3)=[N:12][CH:13]=2)=[C:4](F)[CH:3]=1.BrCC1C=CC([C:42]#[N:43])=CC=1, predict the reaction product. The product is: [F:30][C:24]1[CH:25]=[C:26]([F:29])[CH:27]=[CH:28][C:23]=1[C:15]([OH:22])([CH2:16][N:17]1[CH:21]=[N:20][N:19]=[N:18]1)[C:14]([C:11]1[N:12]=[CH:13][C:8]([O:7][CH2:6][C:5]2[CH:4]=[CH:3][C:2]([C:42]#[N:43])=[CH:34][CH:33]=2)=[CH:9][CH:10]=1)([F:32])[F:31]. (8) Given the reactants C(OC(=O)[NH:7][C:8]1[CH:13]=[CH:12][CH:11]=[CH:10][C:9]=1[NH:14][C:15]([C:17]1[O:18][C:19]2[C:25]([O:26][CH2:27][CH2:28][O:29][Si](C(C)(C)C)(C)C)=[CH:24][CH:23]=[CH:22][C:20]=2[CH:21]=1)=[O:16])(C)(C)C.NC1C=CC=CC=1NC(C1SC2C=CC(OCCO)=CC=2C=1)=O, predict the reaction product. The product is: [NH2:7][C:8]1[CH:13]=[CH:12][CH:11]=[CH:10][C:9]=1[NH:14][C:15]([C:17]1[O:18][C:19]2[C:25]([O:26][CH2:27][CH2:28][OH:29])=[CH:24][CH:23]=[CH:22][C:20]=2[CH:21]=1)=[O:16].